Task: Predict the reaction yield, written as a fraction of the theoretical maximum amount of product (1.0 means a 100% yield; for example, 0.34 means a 34% yield).. Dataset: Reaction yield outcomes from USPTO patents with 853,638 reactions (1) The reactants are [CH:1]([O:4][C:5]([C:7]1[CH:8]=[C:9]([C:21]#[C:22][C:23]2[CH:28]=[CH:27][C:26]([CH2:29][C:30]([O:32]C)=[O:31])=[CH:25][CH:24]=2)[CH:10]=[C:11]2[C:16]=1[O:15][C:14]([CH3:18])([CH3:17])[CH2:13][C:12]2([CH3:20])[CH3:19])=[O:6])([CH3:3])[CH3:2].[OH-].[Li+]. The catalyst is C(O)C.O1CCCC1.O. The product is [CH:1]([O:4][C:5]([C:7]1[CH:8]=[C:9]([C:21]#[C:22][C:23]2[CH:28]=[CH:27][C:26]([CH2:29][C:30]([OH:32])=[O:31])=[CH:25][CH:24]=2)[CH:10]=[C:11]2[C:16]=1[O:15][C:14]([CH3:17])([CH3:18])[CH2:13][C:12]2([CH3:20])[CH3:19])=[O:6])([CH3:3])[CH3:2]. The yield is 0.800. (2) The reactants are C([O:8][C:9]1[C:10]([O:36][CH2:37][CH3:38])=[C:11]([CH:15]([C:17]2[C:25]3[C:20](=[N:21][CH:22]=[CH:23][CH:24]=3)[N:19]([Si:26]([CH:33]([CH3:35])[CH3:34])([CH:30]([CH3:32])[CH3:31])[CH:27]([CH3:29])[CH3:28])[CH:18]=2)[OH:16])[CH:12]=[CH:13][CH:14]=1)C1C=CC=CC=1. The catalyst is CO.O1CCCC1.[Pd]. The product is [CH2:37]([O:36][C:10]1[C:9]([OH:8])=[CH:14][CH:13]=[CH:12][C:11]=1[C:15]([C:17]1[C:25]2[C:20](=[N:21][CH:22]=[CH:23][CH:24]=2)[N:19]([Si:26]([CH:30]([CH3:31])[CH3:32])([CH:27]([CH3:29])[CH3:28])[CH:33]([CH3:34])[CH3:35])[CH:18]=1)=[O:16])[CH3:38]. The yield is 0.950. (3) The reactants are [NH:1]1[CH:5]=[C:4]([C:6]2[C:7]([NH2:13])=[N:8][C:9]([NH2:12])=[CH:10][CH:11]=2)[CH:3]=[N:2]1.[H-].[Na+].Cl[CH2:17][C:18]1[CH:19]=[CH:20][C:21]([O:24][C:25]2[CH:30]=[CH:29][CH:28]=[CH:27][CH:26]=2)=[N:22][CH:23]=1. The catalyst is CN(C)C=O. The product is [O:24]([C:21]1[N:22]=[CH:23][C:18]([CH2:17][N:1]2[CH:5]=[C:4]([C:6]3[C:7]([NH2:13])=[N:8][C:9]([NH2:12])=[CH:10][CH:11]=3)[CH:3]=[N:2]2)=[CH:19][CH:20]=1)[C:25]1[CH:26]=[CH:27][CH:28]=[CH:29][CH:30]=1. The yield is 0.252. (4) The reactants are [NH:1]1[C:9]2[C:4](=[CH:5][CH:6]=[CH:7][CH:8]=2)[CH:3]=[C:2]1[CH2:10][C:11]([O:13][CH2:14][CH3:15])=[O:12].[C:16](=O)([O:22]C(C)(C)C)[O:17][C:18]([CH3:21])([CH3:20])[CH3:19]. The catalyst is ClCCl.CN(C)C1C=CN=CC=1. The product is [CH2:14]([O:13][C:11]([CH2:10][C:2]1[N:1]([C:16]([O:17][C:18]([CH3:21])([CH3:20])[CH3:19])=[O:22])[C:9]2[C:4]([CH:3]=1)=[CH:5][CH:6]=[CH:7][CH:8]=2)=[O:12])[CH3:15]. The yield is 0.910. (5) The reactants are [C:1]([O:5][C:6](=[O:16])[N:7]([CH2:11][CH2:12][CH2:13][CH2:14][NH2:15])[CH2:8][CH2:9][F:10])([CH3:4])([CH3:3])[CH3:2].[Cl:17][C:18]1[CH:19]=[C:20]([CH3:26])[C:21]([CH:24]=O)=[N:22][CH:23]=1.C([O-])([O-])=O.[K+].[K+].[BH4-].[Na+].C([O-])(O)=O.[Na+]. The catalyst is CO. The product is [C:1]([O:5][C:6](=[O:16])[N:7]([CH2:11][CH2:12][CH2:13][CH2:14][NH:15][CH2:24][C:21]1[C:20]([CH3:26])=[CH:19][C:18]([Cl:17])=[CH:23][N:22]=1)[CH2:8][CH2:9][F:10])([CH3:4])([CH3:2])[CH3:3]. The yield is 0.720.